From a dataset of Catalyst prediction with 721,799 reactions and 888 catalyst types from USPTO. Predict which catalyst facilitates the given reaction. (1) Reactant: [Cl:1][C:2]1[CH:3]=[N:4][C:5]([F:10])=[C:6]([CH:9]=1)[CH:7]=[O:8].[CH3:11][C:12](O)([C:14]([CH3:17])([OH:16])[CH3:15])[CH3:13].O.C1(C)C=CC(S(O)(=O)=O)=CC=1. Product: [Cl:1][C:2]1[CH:9]=[C:6]([CH:7]2[O:16][C:14]([CH3:17])([CH3:15])[C:12]([CH3:13])([CH3:11])[O:8]2)[C:5]([F:10])=[N:4][CH:3]=1. The catalyst class is: 260. (2) Reactant: [Cl:1][C:2]1[CH:11]=[C:10](I)[C:5]([C:6]([O:8][CH3:9])=[O:7])=[C:4]([F:13])[CH:3]=1.[C:14]([Cu])#[N:15].CCOC(C)=O. Product: [Cl:1][C:2]1[CH:3]=[C:4]([F:13])[C:5]([C:6]([O:8][CH3:9])=[O:7])=[C:10]([C:14]#[N:15])[CH:11]=1. The catalyst class is: 3. (3) Product: [CH:5]([O:6][S:8]([CH3:7])(=[O:10])=[O:9])=[CH:4][C:2](=[CH2:1])[CH3:3]. Reactant: [CH3:1][C:2]([CH2:4][CH2:5][OH:6])=[CH2:3].[CH3:7][S:8](Cl)(=[O:10])=[O:9]. The catalyst class is: 66. (4) Reactant: [CH3:1][O:2][C:3](=[O:12])[C:4]1[CH:9]=[CH:8][CH:7]=[C:6]([NH:10][CH3:11])[CH:5]=1.C(=O)(O)[O-].[Na+].[C:18](Cl)(=[O:21])[CH:19]=[CH2:20]. Product: [CH3:1][O:2][C:3](=[O:12])[C:4]1[CH:9]=[CH:8][CH:7]=[C:6]([NH:10][CH2:11][C:18](=[O:21])[CH:19]=[CH2:20])[CH:5]=1. The catalyst class is: 2. (5) Reactant: [C:1]1([C:7]2[N:12]=[CH:11][C:10]([C:13]3[CH:14]=[N:15][N:16]4[C:21]5[NH:22][CH2:23][CH2:24][C:25](=[O:26])[C:20]=5[C:19]([CH:27]5[CH2:32][CH2:31][NH:30][CH2:29][CH2:28]5)=[N:18][C:17]=34)=[CH:9][CH:8]=2)[CH:6]=[CH:5][CH:4]=[CH:3][CH:2]=1.[NH:33]1[CH:37]=[N:36][C:35]([C:38](O)=[O:39])=[N:34]1.C1C=CC2N(O)N=NC=2C=1.CCN(C(C)C)C(C)C. Product: [N:33]1[N:34]=[C:35]([C:38]([N:30]2[CH2:31][CH2:32][CH:27]([C:19]3[C:20]4[C:25](=[O:26])[CH2:24][CH2:23][NH:22][C:21]=4[N:16]4[N:15]=[CH:14][C:13]([C:10]5[CH:11]=[N:12][C:7]([C:1]6[CH:2]=[CH:3][CH:4]=[CH:5][CH:6]=6)=[CH:8][CH:9]=5)=[C:17]4[N:18]=3)[CH2:28][CH2:29]2)=[O:39])[NH:36][CH:37]=1. The catalyst class is: 607.